This data is from Forward reaction prediction with 1.9M reactions from USPTO patents (1976-2016). The task is: Predict the product of the given reaction. (1) Given the reactants [CH3:1][O:2][C:3]1[CH:11]=[C:10]2[C:6]([CH:7]=[CH:8][NH:9]2)=[CH:5][CH:4]=1.[S-:12][C:13]#[N:14].[NH4+], predict the reaction product. The product is: [CH3:1][O:2][C:3]1[CH:11]=[C:10]2[C:6]([C:7]([S:12][C:13]#[N:14])=[CH:8][NH:9]2)=[CH:5][CH:4]=1. (2) Given the reactants [Br:1][C:2]1[CH:3]=[N:4][CH:5]=[C:6]([C:10]=1[CH3:11])[C:7](O)=[O:8].C1N=C[N:14](C(N2C=NC=C2)=O)C=1.[OH-].[NH4+].O, predict the reaction product. The product is: [Br:1][C:2]1[CH:3]=[N:4][CH:5]=[C:6]([C:10]=1[CH3:11])[C:7]([NH2:14])=[O:8]. (3) Given the reactants [Cl:1][C:2]1[CH:3]=[C:4]([CH:7]=[C:8]([Cl:10])[CH:9]=1)[CH2:5][NH2:6].[N+:11]([C:14]1[CH:21]=[CH:20][C:17]([CH:18]=O)=[CH:16][CH:15]=1)([O-:13])=[O:12], predict the reaction product. The product is: [ClH:1].[Cl:1][C:2]1[CH:3]=[C:4]([CH:7]=[C:8]([Cl:10])[CH:9]=1)[CH2:5][NH:6][CH2:18][C:17]1[CH:20]=[CH:21][C:14]([N+:11]([O-:13])=[O:12])=[CH:15][CH:16]=1. (4) Given the reactants C([O:5][C:6](=[O:94])[CH2:7][N:8]([CH2:86][C:87]([O:89]C(C)(C)C)=[O:88])[CH2:9][C:10]1[CH:15]=[C:14]([C:16]2[CH:21]=[CH:20][C:19]([O:22][CH2:23][C:24]([O:26]C(C)(C)C)=[O:25])=[CH:18][C:17]=2[O:31][CH3:32])[CH:13]=[C:12]([CH2:33][N:34]([CH2:77][CH2:78][C:79]2[CH:84]=[CH:83][C:82]([NH2:85])=[CH:81][CH:80]=2)[CH2:35][C:36]2[N:41]=[C:40]([CH2:42][N:43]([CH2:52][C:53]([O:55]C(C)(C)C)=[O:54])[CH2:44][C:45]([O:47]C(C)(C)C)=[O:46])[CH:39]=[C:38]([C:60]3[CH:65]=[CH:64][C:63]([O:66][CH2:67][C:68]([O:70]C(C)(C)C)=[O:69])=[CH:62][C:61]=3[O:75][CH3:76])[CH:37]=2)[N:11]=1)(C)(C)C, predict the reaction product. The product is: [NH2:85][C:82]1[CH:81]=[CH:80][C:79]([CH2:78][CH2:77][N:34]([CH2:35][C:36]2[N:41]=[C:40]([CH2:42][N:43]([CH2:44][C:45]([OH:47])=[O:46])[CH2:52][C:53]([OH:55])=[O:54])[CH:39]=[C:38]([C:60]3[CH:65]=[CH:64][C:63]([O:66][CH2:67][C:68]([OH:70])=[O:69])=[CH:62][C:61]=3[O:75][CH3:76])[CH:37]=2)[CH2:33][C:12]2[N:11]=[C:10]([CH2:9][N:8]([CH2:7][C:6]([OH:94])=[O:5])[CH2:86][C:87]([OH:89])=[O:88])[CH:15]=[C:14]([C:16]3[CH:21]=[CH:20][C:19]([O:22][CH2:23][C:24]([OH:26])=[O:25])=[CH:18][C:17]=3[O:31][CH3:32])[CH:13]=2)=[CH:84][CH:83]=1. (5) The product is: [CH:5]1[CH:6]=[CH:7][C:8]2[S:13][N:12]=[C:11]([N:14]3[CH2:19][CH2:18][N:17]([CH2:20][C@H:21]4[C@H:26]([CH2:27][N:28]5[C:38](=[O:39])[C@H:37]6[C@H:31]([C@H:32]7[CH2:36][C@@H:35]6[CH2:34][CH2:33]7)[C:29]5=[O:30])[CH2:25][CH2:24][CH2:23][CH2:22]4)[CH2:16][CH2:15]3)[C:9]=2[CH:10]=1.[ClH:46]. Given the reactants CC(C)=O.[CH:5]1[CH:6]=[CH:7][C:8]2[S:13][N:12]=[C:11]([N:14]3[CH2:19][CH2:18][N:17]([CH2:20][C@H:21]4[C@H:26]([CH2:27][N:28]5[C:38](=[O:39])[C@H:37]6[C@H:31]([C@H:32]7[CH2:36][C@@H:35]6[CH2:34][CH2:33]7)[C:29]5=[O:30])[CH2:25][CH2:24][CH2:23][CH2:22]4)[CH2:16][CH2:15]3)[C:9]=2[CH:10]=1.C([O-])(=O)C([O-])=O.[ClH:46], predict the reaction product.